From a dataset of Full USPTO retrosynthesis dataset with 1.9M reactions from patents (1976-2016). Predict the reactants needed to synthesize the given product. (1) The reactants are: [S:1]1[CH:5]=[CH:4][CH:3]=[N:2]1.C([Li])CCC.[CH2:11]([Sn:15]([CH2:21][CH2:22][CH2:23][CH3:24])([CH2:17][CH2:18][CH2:19][CH3:20])Cl)[CH2:12][CH2:13][CH3:14].C(=O)(O)[O-].[Na+]. Given the product [CH2:21]([Sn:15]([CH2:11][CH2:12][CH2:13][CH3:14])([CH2:17][CH2:18][CH2:19][CH3:20])[C:5]1[S:1][N:2]=[CH:3][CH:4]=1)[CH2:22][CH2:23][CH3:24], predict the reactants needed to synthesize it. (2) The reactants are: [OH-].[Na+].Br.C[O:5][C:6]([C:8]1[CH:13]=[C:12]([CH3:14])[N:11]=[C:10]([S:15]C(=N)N)[N:9]=1)=[O:7]. Given the product [SH:15][C:10]1[N:9]=[C:8]([C:6]([OH:7])=[O:5])[CH:13]=[C:12]([CH3:14])[N:11]=1, predict the reactants needed to synthesize it.